From a dataset of Catalyst prediction with 721,799 reactions and 888 catalyst types from USPTO. Predict which catalyst facilitates the given reaction. (1) Reactant: [NH2:1][C:2]1[C:3]2[C:10]([C:11]3[CH:12]=[C:13]4[C:17](=[CH:18][CH:19]=3)[N:16]([C:20](=[O:30])[CH2:21][C:22]3[CH:27]=[C:26]([F:28])[CH:25]=[CH:24][C:23]=3[F:29])[CH2:15][CH2:14]4)=[CH:9][N:8]([CH:31]3[CH2:36][CH2:35][N:34](C(OC(C)(C)C)=O)[CH2:33][CH2:32]3)[C:4]=2[N:5]=[CH:6][N:7]=1.Cl.C1(N)C(F)=C(F)C(F)=C(N)C=1F.Cl.Cl. Product: [F:29][C:23]1[CH:24]=[CH:25][C:26]([F:28])=[CH:27][C:22]=1[CH2:21][C:20]([N:16]1[C:17]2[C:13](=[CH:12][C:11]([C:10]3[C:3]4[C:2]([NH2:1])=[N:7][CH:6]=[N:5][C:4]=4[N:8]([CH:31]4[CH2:32][CH2:33][NH:34][CH2:35][CH2:36]4)[CH:9]=3)=[CH:19][CH:18]=2)[CH2:14][CH2:15]1)=[O:30]. The catalyst class is: 12. (2) Reactant: [F:1][CH:2]([F:30])[O:3][C:4]1[CH:5]=[N:6][C:7]([NH:10][C:11]2[CH:16]=[CH:15][C:14]([C@H:17]3[O:22][CH2:21][CH2:20][N:19](C(OC(C)(C)C)=O)[CH2:18]3)=[CH:13][CH:12]=2)=[N:8][CH:9]=1.C(#N)C.O.FC(F)(F)C(O)=O. Product: [F:30][CH:2]([F:1])[O:3][C:4]1[CH:5]=[N:6][C:7]([NH:10][C:11]2[CH:16]=[CH:15][C:14]([C@H:17]3[O:22][CH2:21][CH2:20][NH:19][CH2:18]3)=[CH:13][CH:12]=2)=[N:8][CH:9]=1. The catalyst class is: 674. (3) Reactant: [S:1]1[C:5]([C@H:6]([O:25][CH:26]2[CH2:31][CH2:30][CH2:29][CH2:28][O:27]2)/[CH:7]=[CH:8]/[C@@H:9]2[C@@H:16]3[C@@H:12]([O:13][C:14](=[O:17])[CH2:15]3)[CH2:11][C@H:10]2[O:18][CH:19]2[CH2:24][CH2:23][CH2:22][CH2:21][O:20]2)=[CH:4][C:3]2[CH:32]=[CH:33][CH:34]=[CH:35][C:2]1=2.CC(C[AlH]CC(C)C)C. Product: [S:1]1[C:5]([C@H:6]([O:25][CH:26]2[CH2:31][CH2:30][CH2:29][CH2:28][O:27]2)/[CH:7]=[CH:8]/[C@@H:9]2[C@@H:16]3[C@@H:12]([O:13][CH:14]([OH:17])[CH2:15]3)[CH2:11][C@H:10]2[O:18][CH:19]2[CH2:24][CH2:23][CH2:22][CH2:21][O:20]2)=[CH:4][C:3]2[CH:32]=[CH:33][CH:34]=[CH:35][C:2]1=2. The catalyst class is: 11. (4) Reactant: C(C1C=C(C=CC=1OC(C)C)C(O)=O)#N.C1C=CC2N(O)N=NC=2C=1.C(Cl)CCl.ONC(=N)C1C=CN=CC=1C.[C:41]([C:43]1[CH:44]=[C:45]([CH:59]=[CH:60][C:61]=1[O:62][CH:63]([CH3:65])[CH3:64])[C:46]([O:48][NH:49][C:50](=[NH:58])[C:51]1[CH:56]=[CH:55][N:54]=[CH:53][C:52]=1[CH3:57])=O)#[N:42].Cl. Product: [CH:63]([O:62][C:61]1[CH:60]=[CH:59][C:45]([C:46]2[O:48][N:49]=[C:50]([C:51]3[CH:56]=[CH:55][N:54]=[CH:53][C:52]=3[CH3:57])[N:58]=2)=[CH:44][C:43]=1[C:41]#[N:42])([CH3:65])[CH3:64]. The catalyst class is: 215.